From a dataset of Full USPTO retrosynthesis dataset with 1.9M reactions from patents (1976-2016). Predict the reactants needed to synthesize the given product. (1) Given the product [C:59]([NH:58][C:56]([C:34]1[C:32]2=[N:33][C:28]([C:7]3[C:6]4[C:10](=[CH:11][CH:12]=[C:4]([O:3][CH:2]([F:1])[F:26])[CH:5]=4)[NH:9][N:8]=3)=[CH:29][N:30]=[C:31]2[N:36]([C:37]([C:50]2[CH:55]=[CH:54][CH:53]=[CH:52][CH:51]=2)([C:44]2[CH:45]=[CH:46][CH:47]=[CH:48][CH:49]=2)[C:38]2[CH:43]=[CH:42][CH:41]=[CH:40][CH:39]=2)[CH:35]=1)=[O:57])([CH3:62])([CH3:60])[CH3:61], predict the reactants needed to synthesize it. The reactants are: [F:1][CH:2]([F:26])[O:3][C:4]1[CH:5]=[C:6]2[C:10](=[CH:11][CH:12]=1)[NH:9][N:8]=[C:7]2[Sn](CCCC)(CCCC)CCCC.Br[C:28]1[N:33]=[C:32]2[C:34]([C:56]([NH:58][C:59]([CH3:62])([CH3:61])[CH3:60])=[O:57])=[CH:35][N:36]([C:37]([C:50]3[CH:55]=[CH:54][CH:53]=[CH:52][CH:51]=3)([C:44]3[CH:49]=[CH:48][CH:47]=[CH:46][CH:45]=3)[C:38]3[CH:43]=[CH:42][CH:41]=[CH:40][CH:39]=3)[C:31]2=[N:30][CH:29]=1. (2) Given the product [CH3:1][O:2][C:3]1[C:8]2[O:9][C:10]3[CH:15]=[CH:14][CH:13]=[CH:12][C:11]=3[C:7]=2[C:6]([C:17](=[S:16])[NH2:18])=[CH:5][CH:4]=1, predict the reactants needed to synthesize it. The reactants are: [CH3:1][O:2][C:3]1[C:8]2[O:9][C:10]3[CH:15]=[CH:14][CH:13]=[CH:12][C:11]=3[C:7]=2[CH:6]=[CH:5][CH:4]=1.[S-:16][C:17]#[N:18].[K+]. (3) The reactants are: C1(CBr)CC1.[Cl:6][C:7]1[CH:14]=[CH:13][C:10]([CH2:11]Cl)=[CH:9][CH:8]=1.[CH3:15][C:16]1[N:17]=[C:18]([N:26]2[CH2:30][CH2:29][NH:28][C:27]2=[O:31])[S:19][C:20]=1[C:21]([O:23][CH2:24][CH3:25])=[O:22]. Given the product [Cl:6][C:7]1[CH:14]=[CH:13][C:10]([CH2:11][N:28]2[CH2:29][CH2:30][N:26]([C:18]3[S:19][C:20]([C:21]([O:23][CH2:24][CH3:25])=[O:22])=[C:16]([CH3:15])[N:17]=3)[C:27]2=[O:31])=[CH:9][CH:8]=1, predict the reactants needed to synthesize it. (4) Given the product [C:1]([C:5]1[CH:18]=[CH:17][C:8]([O:9][CH2:10][C@H:11]2[O:15][C:14]3=[N:16][C:19](=[O:24])[CH:20]=[C:21]([CH2:22][CH3:23])[N:13]3[CH2:12]2)=[CH:7][CH:6]=1)([CH3:4])([CH3:2])[CH3:3], predict the reactants needed to synthesize it. The reactants are: [C:1]([C:5]1[CH:18]=[CH:17][C:8]([O:9][CH2:10][C@H:11]2[O:15][C:14]([NH2:16])=[N:13][CH2:12]2)=[CH:7][CH:6]=1)([CH3:4])([CH3:3])[CH3:2].[C:19](OCC)(=[O:24])[C:20]#[C:21][CH2:22][CH3:23].